This data is from Forward reaction prediction with 1.9M reactions from USPTO patents (1976-2016). The task is: Predict the product of the given reaction. (1) Given the reactants [CH2:1]([O:3][C:4](=[O:18])[CH2:5][N:6]1[C:14](=[O:15])[C:13]2[C:8](=[CH:9][CH:10]=[C:11]([NH2:16])[CH:12]=2)[C:7]1=[O:17])[CH3:2].[C:19]([C:27]1[CH:32]=[CH:31][CH:30]=[CH:29][CH:28]=1)(=O)[C:20]1[CH:25]=[CH:24][CH:23]=[CH:22][CH:21]=1.C1N2CCN(CC2)C1, predict the reaction product. The product is: [CH2:1]([O:3][C:4](=[O:18])[CH2:5][N:6]1[C:14](=[O:15])[C:13]2[C:8](=[CH:9][CH:10]=[C:11]([N:16]=[C:19]([C:20]3[CH:25]=[CH:24][CH:23]=[CH:22][CH:21]=3)[C:27]3[CH:32]=[CH:31][CH:30]=[CH:29][CH:28]=3)[CH:12]=2)[C:7]1=[O:17])[CH3:2]. (2) Given the reactants [F:1][C:2]([C:5]1[CH:6]=[C:7]([CH:10]=[CH:11][CH:12]=1)[C:8]#N)([F:4])[CH3:3].[H-].C([Al+]CC(C)C)C(C)C.C(=O)=[O:24].CC(O)=O, predict the reaction product. The product is: [F:1][C:2]([C:5]1[CH:6]=[C:7]([CH:10]=[CH:11][CH:12]=1)[CH:8]=[O:24])([F:4])[CH3:3]. (3) Given the reactants CC(C)([O-])C.[K+].[NH:7]1[CH2:11][CH2:10][CH:9]([CH2:12][OH:13])[CH2:8]1.Cl[C:15]1[N:20]=[N:19][C:18]([C:21]2[CH:26]=[CH:25][C:24]([N:27]3[CH:31]=[CH:30][CH:29]=[N:28]3)=[CH:23][C:22]=2[OH:32])=[CH:17][CH:16]=1, predict the reaction product. The product is: [N:27]1([C:24]2[CH:25]=[CH:26][C:21]([C:18]3[N:19]=[N:20][C:15]([O:13][CH2:12][CH:9]4[CH2:10][CH2:11][NH:7][CH2:8]4)=[CH:16][CH:17]=3)=[C:22]([OH:32])[CH:23]=2)[CH:31]=[CH:30][CH:29]=[N:28]1. (4) Given the reactants [Li+].[OH-].C([O:5][C:6]([C:8]12[CH2:25][CH:24]1[CH:23]=[CH:22][CH2:21][CH2:20][CH2:19][CH2:18][N:17]([CH3:26])[C:16](=[O:27])[CH:15]1[CH:11]([CH2:12][CH:13]([O:28][C:29]3(C)[C:38]4[C:33](=[CH:34][C:35]([O:39][CH3:40])=[CH:36][CH:37]=4)[N:32]=[C:31]([C:41]4[N:42]=[C:43]([CH:46]5[CH2:51][CH2:50][CH2:49][CH2:48][CH2:47]5)[S:44][CH:45]=4)[CH2:30]3)[CH2:14]1)[C:10](=[O:53])[NH:9]2)=[O:7])C.[CH3:54]O, predict the reaction product. The product is: [CH:46]1([C:43]2[S:44][CH:45]=[C:41]([C:31]3[CH:30]=[C:29]([O:28][CH:13]4[CH2:12][CH:11]5[CH:15]([C:16](=[O:27])[N:17]([CH3:26])[CH2:18][CH2:19][CH2:20][CH2:21][CH:22]=[CH:23][CH:24]6[C:8]([C:6]([OH:5])=[O:7])([NH:9][C:10]5=[O:53])[CH2:25]6)[CH2:14]4)[C:38]4[C:33](=[C:34]([CH3:54])[C:35]([O:39][CH3:40])=[CH:36][CH:37]=4)[N:32]=3)[N:42]=2)[CH2:47][CH2:48][CH2:49][CH2:50][CH2:51]1. (5) The product is: [F:22][C:23]1[CH:24]=[CH:25][C:26]([CH:29]([C:30]2[CH:35]=[CH:34][C:33]([F:36])=[CH:32][CH:31]=2)[S:1][C:2]2[S:3][C:4]3[CH2:14][CH2:13][C:12]4[C:7](=[CH:8][CH:9]=[CH:10][C:11]=4[O:15][CH2:16][C:17]([OH:19])=[O:18])[C:5]=3[N:6]=2)=[CH:27][CH:28]=1. Given the reactants [SH:1][C:2]1[S:3][C:4]2[CH2:14][CH2:13][C:12]3[C:7](=[CH:8][CH:9]=[CH:10][C:11]=3[O:15][CH2:16][C:17]([O:19]CC)=[O:18])[C:5]=2[N:6]=1.[F:22][C:23]1[CH:28]=[CH:27][C:26]([CH:29](Br)[C:30]2[CH:35]=[CH:34][C:33]([F:36])=[CH:32][CH:31]=2)=[CH:25][CH:24]=1, predict the reaction product.